Dataset: Catalyst prediction with 721,799 reactions and 888 catalyst types from USPTO. Task: Predict which catalyst facilitates the given reaction. Reactant: Cl[C:2]1[CH:11]=[N:10][C:9]2[C:4](=[C:5]3[CH:19]=[CH:18][CH:17]=[CH:16][C:6]3=[C:7]3[CH:15]=[CH:14][CH:13]=[CH:12][C:8]3=2)[N:3]=1.[CH:20]1[C:28]2[C:27]3[CH:29]=[CH:30][CH:31]=[CH:32][C:26]=3[S:25][C:24]=2[C:23]([C:33]2[CH:34]=[C:35](B(O)O)[CH:36]=[CH:37][CH:38]=2)=[CH:22][CH:21]=1.C1(C)C=CC=CC=1.C(=O)([O-])[O-].[K+].[K+]. Product: [CH:20]1[C:28]2[C:27]3[CH:29]=[CH:30][CH:31]=[CH:32][C:26]=3[S:25][C:24]=2[C:23]([C:33]2[CH:34]=[C:35]([C:2]3[CH:11]=[N:10][C:9]4[C:4](=[C:5]5[CH:19]=[CH:18][CH:17]=[CH:16][C:6]5=[C:7]5[CH:15]=[CH:14][CH:13]=[CH:12][C:8]5=4)[N:3]=3)[CH:36]=[CH:37][CH:38]=2)=[CH:22][CH:21]=1. The catalyst class is: 461.